This data is from Full USPTO retrosynthesis dataset with 1.9M reactions from patents (1976-2016). The task is: Predict the reactants needed to synthesize the given product. (1) The reactants are: [Br:1][C:2]1[CH:7]=[CH:6][C:5]([CH2:8]O)=[C:4]([CH3:10])[CH:3]=1.S(Cl)([Cl:13])=O. Given the product [Br:1][C:2]1[CH:7]=[CH:6][C:5]([CH2:8][Cl:13])=[C:4]([CH3:10])[CH:3]=1, predict the reactants needed to synthesize it. (2) Given the product [Cl:13][C:14]1[CH:19]=[C:18]([Cl:20])[CH:17]=[CH:16][C:15]=1[C@@H:21]1[CH2:23][C@H:22]1[CH:24]([N:26]([O:27][CH3:28])[C:8]([C:7]1[C:3]([CH:2]([F:12])[F:1])=[N:4][N:5]([CH3:11])[CH:6]=1)=[O:9])[CH3:25], predict the reactants needed to synthesize it. The reactants are: [F:1][CH:2]([F:12])[C:3]1[C:7]([C:8](Cl)=[O:9])=[CH:6][N:5]([CH3:11])[N:4]=1.[Cl:13][C:14]1[CH:19]=[C:18]([Cl:20])[CH:17]=[CH:16][C:15]=1[C@@H:21]1[CH2:23][C@H:22]1[CH:24]([NH:26][O:27][CH3:28])[CH3:25].C1N2CCN(CC2)C1.